From a dataset of Forward reaction prediction with 1.9M reactions from USPTO patents (1976-2016). Predict the product of the given reaction. (1) Given the reactants [CH:1]1([S:4]([C:7]2[CH:12]=[CH:11][C:10]([CH:13]([C:21]3[NH:25][C:24]([C:26]4[S:27][C:28]([CH:31]([OH:33])[CH3:32])=[CH:29][N:30]=4)=[CH:23][CH:22]=3)[CH2:14][CH:15]3[CH2:20][CH2:19][O:18][CH2:17][CH2:16]3)=[CH:9][CH:8]=2)(=[O:6])=[O:5])[CH2:3][CH2:2]1.[Cl:34]N1C(=O)CCC1=O, predict the reaction product. The product is: [Cl:34][C:22]1[CH:23]=[C:24]([C:26]2[S:27][C:28]([CH:31]([OH:33])[CH3:32])=[CH:29][N:30]=2)[NH:25][C:21]=1[CH:13]([C:10]1[CH:11]=[CH:12][C:7]([S:4]([CH:1]2[CH2:3][CH2:2]2)(=[O:5])=[O:6])=[CH:8][CH:9]=1)[CH2:14][CH:15]1[CH2:16][CH2:17][O:18][CH2:19][CH2:20]1. (2) Given the reactants [Cl:1][C:2]1[CH:7]=[CH:6][CH:5]=[CH:4][C:3]=1[C:8]1[CH:9]=[N:10][C:11]2[N:12]([N:21]=[C:22]([S:29](=[O:33])(=[O:32])[NH:30][CH3:31])[C:23]=2[C:24]([O:26]CC)=[O:25])[C:13]=1[C:14]1[CH:19]=[CH:18][C:17]([Cl:20])=[CH:16][CH:15]=1.[OH-].[Na+].Cl, predict the reaction product. The product is: [C:24]([C:23]1[C:22]([S:29](=[O:33])(=[O:32])[NH:30][CH3:31])=[N:21][N:12]2[C:13]([C:14]3[CH:19]=[CH:18][C:17]([Cl:20])=[CH:16][CH:15]=3)=[C:8]([C:3]3[CH:4]=[CH:5][CH:6]=[CH:7][C:2]=3[Cl:1])[CH:9]=[N:10][C:11]=12)([OH:26])=[O:25]. (3) Given the reactants [CH3:1][C:2]1[CH:18]=[CH:17][C:5]([CH2:6][C:7]2[O:11][N:10]=[C:9]([C:12]([O:14]CC)=[O:13])[CH:8]=2)=[CH:4][CH:3]=1.C(O)C.[OH-].[Na+], predict the reaction product. The product is: [CH3:1][C:2]1[CH:3]=[CH:4][C:5]([CH2:6][C:7]2[O:11][N:10]=[C:9]([C:12]([OH:14])=[O:13])[CH:8]=2)=[CH:17][CH:18]=1. (4) Given the reactants [C:1]([OH:11])(=[O:10])/[CH:2]=[CH:3]/[C:4]1[CH:9]=[CH:8][CH:7]=[CH:6][CH:5]=1.[CH2:12]([CH:14]1[O:16][CH2:15]1)Cl, predict the reaction product. The product is: [C:1]([O:11][CH2:12][CH:14]1[O:16][CH2:15]1)(=[O:10])[CH:2]=[CH:3][C:4]1[CH:5]=[CH:6][CH:7]=[CH:8][CH:9]=1. (5) Given the reactants Br[C:2]1[CH:25]=[CH:24][C:5]2[C:6]3[N:10]([CH2:11][CH2:12][O:13][C:4]=2[CH:3]=1)[CH:9]=[C:8]([C:14]1[N:18]([CH:19]([CH3:22])[CH2:20][OH:21])[N:17]=[C:16]([CH3:23])[N:15]=1)[N:7]=3.P([O-])([O-])([O-])=O.[K+].[K+].[K+].[CH:34]1(B2OC(C)(C)C(C)(C)O2)[CH2:36][CH2:35]1, predict the reaction product. The product is: [CH:34]1([C:2]2[CH:25]=[CH:24][C:5]3[C:6]4[N:10]([CH:9]=[C:8]([C:14]5[N:18]([CH:19]([CH3:22])[CH2:20][OH:21])[N:17]=[C:16]([CH3:23])[N:15]=5)[N:7]=4)[CH2:11][CH2:12][O:13][C:4]=3[CH:3]=2)[CH2:36][CH2:35]1.